From a dataset of Reaction yield outcomes from USPTO patents with 853,638 reactions. Predict the reaction yield, written as a fraction of the theoretical maximum amount of product (1.0 means a 100% yield; for example, 0.34 means a 34% yield). The reactants are [CH2:1]([OH:7])[CH2:2]/[CH:3]=[CH:4]\[CH2:5][CH3:6].N1C=CC=CC=1.[CH2:14]([O:16][C:17](=[O:23])[CH:18]=[CH:19][C:20](Cl)=[O:21])[CH3:15]. The catalyst is CN(C)C1C=CN=CC=1.CC(OC)(C)C. The product is [C:17]([O:16][CH2:14][CH3:15])(=[O:23])/[CH:18]=[CH:19]/[C:20]([O:7][CH2:1][CH2:2]/[CH:3]=[CH:4]\[CH2:5][CH3:6])=[O:21]. The yield is 0.850.